Dataset: Full USPTO retrosynthesis dataset with 1.9M reactions from patents (1976-2016). Task: Predict the reactants needed to synthesize the given product. Given the product [N:1]1[S:2][CH:3]=[C:4]2[C:9]([CH2:10][OH:11])=[CH:8][CH:7]=[CH:6][C:5]=12, predict the reactants needed to synthesize it. The reactants are: [N:1]1[S:2][CH:3]=[C:4]2[C:9]([C:10](OC)=[O:11])=[CH:8][CH:7]=[CH:6][C:5]=12.[H-].C([Al+]CC(C)C)C(C)C.O.